Dataset: Reaction yield outcomes from USPTO patents with 853,638 reactions. Task: Predict the reaction yield, written as a fraction of the theoretical maximum amount of product (1.0 means a 100% yield; for example, 0.34 means a 34% yield). (1) The reactants are [CH3:1][C:2]1([CH3:17])[C:7](=[O:8])[N:6]([CH3:9])[C:5]2[CH:10]=[C:11]([N+:14]([O-])=O)[CH:12]=[CH:13][C:4]=2[O:3]1. The catalyst is CO.[Pd]. The product is [NH2:14][C:11]1[CH:12]=[CH:13][C:4]2[O:3][C:2]([CH3:1])([CH3:17])[C:7](=[O:8])[N:6]([CH3:9])[C:5]=2[CH:10]=1. The yield is 0.950. (2) The reactants are C(OC([N:8]([CH2:38][C:39]([O:41]C(C)(C)C)=[O:40])[C:9]1[CH:14]=[CH:13][CH:12]=[C:11]([CH:15]([S:29]([C:32]2[CH:37]=[CH:36][CH:35]=[CH:34][N:33]=2)(=[O:31])=[O:30])[NH:16][CH2:17][C:18]2[CH:23]=[CH:22][C:21]([C:24]3[N:25]=[CH:26][S:27][CH:28]=3)=[CH:20][CH:19]=2)[N:10]=1)=O)(C)(C)C.C(OC(N(CC(OC(C)(C)C)=O)C1C=CC=C(C(S(C2C=CC=CN=2)(=O)=O)NCC2C=CC(C3SC=CN=3)=CC=2)N=1)=O)(C)(C)C. No catalyst specified. The product is [N:33]1[CH:34]=[CH:35][CH:36]=[CH:37][C:32]=1[S:29]([CH:15]([NH:16][CH2:17][C:18]1[CH:23]=[CH:22][C:21]([C:24]2[N:25]=[CH:26][S:27][CH:28]=2)=[CH:20][CH:19]=1)[C:11]1[N:10]=[C:9]([NH:8][CH2:38][C:39]([OH:41])=[O:40])[CH:14]=[CH:13][CH:12]=1)(=[O:31])=[O:30]. The yield is 0.530. (3) The reactants are [NH2:1][C:2]1[CH:10]=[CH:9][CH:8]=[C:7]([F:11])[C:3]=1[C:4]([NH2:6])=[O:5].[Cl:12][C:13]1[N:14]=[C:15](Cl)[C:16]2[CH:21]=[CH:20][N:19]([S:22]([C:25]3[CH:30]=[CH:29][C:28]([CH3:31])=[CH:27][CH:26]=3)(=[O:24])=[O:23])[C:17]=2[N:18]=1.FC(F)(F)C(O)=O. The catalyst is C(O)C(F)(F)F. The product is [Cl:12][C:13]1[N:14]=[C:15]([NH:1][C:2]2[CH:10]=[CH:9][CH:8]=[C:7]([F:11])[C:3]=2[C:4]([NH2:6])=[O:5])[C:16]2[CH:21]=[CH:20][N:19]([S:22]([C:25]3[CH:30]=[CH:29][C:28]([CH3:31])=[CH:27][CH:26]=3)(=[O:23])=[O:24])[C:17]=2[N:18]=1. The yield is 0.550. (4) The reactants are Br[CH2:2][C:3]([C:5]1[CH:10]=[CH:9][CH:8]=[CH:7][N:6]=1)=O.[Cl:11][C:12]1[CH:13]=[C:14]([CH:18]=[CH:19][CH:20]=1)[C:15]([NH2:17])=[O:16]. The catalyst is C1(C)C=CC=CC=1. The product is [Cl:11][C:12]1[CH:13]=[C:14]([C:15]2[O:16][CH:2]=[C:3]([C:5]3[CH:10]=[CH:9][CH:8]=[CH:7][N:6]=3)[N:17]=2)[CH:18]=[CH:19][CH:20]=1. The yield is 0.0900. (5) The reactants are [Cl:1][C:2]1[CH:7]=[CH:6][CH:5]=[CH:4][C:3]=1[N:8]1[C:12]([S:13]([C:16]2[CH:21]=[CH:20][CH:19]=[C:18]([O:22][CH3:23])[N:17]=2)(=[O:15])=[O:14])=[CH:11][C:10]([CH2:24][N:25](C)[C:26](=O)OC(C)(C)C)=[N:9]1.C(O)C.C(OCC)(=O)C.Cl. The catalyst is C(OCC)(=O)C. The product is [ClH:1].[Cl:1][C:2]1[CH:7]=[CH:6][CH:5]=[CH:4][C:3]=1[N:8]1[C:12]([S:13]([C:16]2[CH:21]=[CH:20][CH:19]=[C:18]([O:22][CH3:23])[N:17]=2)(=[O:15])=[O:14])=[CH:11][C:10]([CH2:24][NH:25][CH3:26])=[N:9]1. The yield is 0.860.